The task is: Predict which catalyst facilitates the given reaction.. This data is from Catalyst prediction with 721,799 reactions and 888 catalyst types from USPTO. Reactant: CN(C(ON1N=NC2C=CC=NC1=2)=[N+](C)C)C.F[P-](F)(F)(F)(F)F.[CH:25]1([NH2:28])[CH2:27][CH2:26]1.[CH:29]1[C:41]2[CH:40]([CH2:42][O:43][C:44]([N:46]3[CH2:51][CH2:50][O:49][CH:48]([C:52](O)=[O:53])[CH2:47]3)=[O:45])[C:39]3[C:34](=[CH:35][CH:36]=[CH:37][CH:38]=3)[C:33]=2[CH:32]=[CH:31][CH:30]=1.CCN(C(C)C)C(C)C. Product: [CH:25]1([NH:28][C:52]([CH:48]2[O:49][CH2:50][CH2:51][N:46]([C:44]([O:43][CH2:42][CH:40]3[C:39]4[CH:38]=[CH:37][CH:36]=[CH:35][C:34]=4[C:33]4[C:41]3=[CH:29][CH:30]=[CH:31][CH:32]=4)=[O:45])[CH2:47]2)=[O:53])[CH2:27][CH2:26]1. The catalyst class is: 3.